Predict the reaction yield, written as a fraction of the theoretical maximum amount of product (1.0 means a 100% yield; for example, 0.34 means a 34% yield). From a dataset of Reaction yield outcomes from USPTO patents with 853,638 reactions. The reactants are [F:1][C:2]1[CH:7]=[CH:6][C:5]([NH:8][CH2:9][CH:10]([CH3:12])[CH3:11])=[CH:4][CH:3]=1.N1C=CC=CC=1.Cl[C:20]1[N:25]=[CH:24][C:23]([S:26](Cl)(=[O:28])=[O:27])=[CH:22][CH:21]=1.C([O-])(O)=O.[Na+].C(Cl)[Cl:36]. The catalyst is O. The product is [F:1][C:2]1[CH:7]=[CH:6][C:5]([N:8]([CH2:9][CH:10]([CH3:12])[CH3:11])[S:26]([C:23]2[C:24]([Cl:36])=[N:25][CH:20]=[CH:21][CH:22]=2)(=[O:28])=[O:27])=[CH:4][CH:3]=1. The yield is 0.800.